From a dataset of Full USPTO retrosynthesis dataset with 1.9M reactions from patents (1976-2016). Predict the reactants needed to synthesize the given product. (1) Given the product [CH:1]1([C:7]2[C:15]3[CH:14]=[CH:13][C:12]([C:16]([OH:18])=[O:17])=[CH:11][C:10]=3[N:9]3[CH2:20][CH2:21][N:22]([CH2:29][CH2:30][N:31]([CH3:33])[CH3:32])[CH2:23][C:24]4[CH:28]=[CH:27][O:26][C:25]=4[C:8]=23)[CH2:2][CH2:3][CH2:4][CH2:5][CH2:6]1, predict the reactants needed to synthesize it. The reactants are: [CH:1]1([C:7]2[C:15]3[CH:14]=[CH:13][C:12]([C:16]([O:18]C)=[O:17])=[CH:11][C:10]=3[N:9]3[CH2:20][CH2:21][N:22]([CH2:29][CH2:30][N:31]([CH3:33])[CH3:32])[CH2:23][C:24]4[CH:28]=[CH:27][O:26][C:25]=4[C:8]=23)[CH2:6][CH2:5][CH2:4][CH2:3][CH2:2]1.[OH-].[Na+].Cl. (2) Given the product [NH:12]1[C:16]2[CH:17]=[CH:18][C:19](/[CH:21]=[C:5]3/[C:6](=[O:11])[NH:7][C:8]4[C:4]/3=[CH:3][C:2]([Br:1])=[CH:10][CH:9]=4)=[CH:20][C:15]=2[N:14]=[N:13]1, predict the reactants needed to synthesize it. The reactants are: [Br:1][C:2]1[CH:3]=[C:4]2[C:8](=[CH:9][CH:10]=1)[NH:7][C:6](=[O:11])[CH2:5]2.[NH:12]1[C:16]2[CH:17]=[CH:18][C:19]([CH:21]=O)=[CH:20][C:15]=2[N:14]=[N:13]1. (3) Given the product [CH:15]1[C:16]([CH2:24][C@@H:25]([NH2:42])[CH2:26][C:27]([N:29]2[CH2:41][C:33]3=[N:34][N:35]=[C:36]([C:37]([F:40])([F:39])[F:38])[N:32]3[CH2:31][CH2:30]2)=[O:28])=[C:17]([F:23])[CH:18]=[C:19]([F:22])[C:20]=1[F:21].[C:1]([O-:14])(=[O:13])/[CH:2]=[CH:3]/[C:4]1[CH:12]=[CH:11][C:9]([OH:10])=[C:6]([O:7][CH3:8])[CH:5]=1, predict the reactants needed to synthesize it. The reactants are: [C:1]([OH:14])(=[O:13])/[CH:2]=[CH:3]/[C:4]1[CH:12]=[CH:11][C:9]([OH:10])=[C:6]([O:7][CH3:8])[CH:5]=1.[CH:15]1[C:16]([CH2:24][C@@H:25]([NH2:42])[CH2:26][C:27]([N:29]2[CH2:41][C:33]3=[N:34][N:35]=[C:36]([C:37]([F:40])([F:39])[F:38])[N:32]3[CH2:31][CH2:30]2)=[O:28])=[C:17]([F:23])[CH:18]=[C:19]([F:22])[C:20]=1[F:21]. (4) The reactants are: Br[C:2]1[C:3]([Cl:24])=[C:4]([C:8]2[N:12]=[C:11]([C:13]3[CH:14]=[C:15]([Cl:23])[C:16]([O:19][CH:20]([CH3:22])[CH3:21])=[N:17][CH:18]=3)[O:10][N:9]=2)[CH:5]=[CH:6][CH:7]=1.CC(P(C(C)(C)C)C(C)(C)C)(C)C.C([O-])([O-])=O.[Cs+].[Cs+].Br[Zn][CH2:46][CH2:47][CH2:48][C:49]([O:51][CH2:52][CH3:53])=[O:50]. Given the product [Cl:24][C:3]1[C:4]([C:8]2[N:12]=[C:11]([C:13]3[CH:18]=[N:17][C:16]([O:19][CH:20]([CH3:22])[CH3:21])=[C:15]([Cl:23])[CH:14]=3)[O:10][N:9]=2)=[CH:5][CH:6]=[CH:7][C:2]=1[CH2:46][CH2:47][CH2:48][C:49]([O:51][CH2:52][CH3:53])=[O:50], predict the reactants needed to synthesize it. (5) Given the product [Cl:11][C:8]1[S:7][C:6]([C:4]2[NH:5][C:14]([CH2:13][OH:12])=[CH:15][N:18]=2)=[CH:10][CH:9]=1, predict the reactants needed to synthesize it. The reactants are: C(O[C:4]([C:6]1[S:7][C:8]([Cl:11])=[CH:9][CH:10]=1)=[NH:5])C.[OH:12][CH:13](O)[C:14](=O)[CH3:15].[NH3:18]. (6) Given the product [C:5]([CH:9]1[C@@:13]([CH3:26])([C:14]([OH:16])=[O:15])[CH2:12][C:11](=[O:17])[N:10]1[C@@H:18]([C:20]1[CH:21]=[CH:22][CH:23]=[CH:24][CH:25]=1)[CH3:19])([CH3:6])([CH3:7])[CH3:8], predict the reactants needed to synthesize it. The reactants are: IC.[H-].[Na+].[C:5]([CH:9]1[CH:13]([C:14]([OH:16])=[O:15])[CH2:12][C:11](=[O:17])[N:10]1[C@@H:18]([C:20]1[CH:25]=[CH:24][CH:23]=[CH:22][CH:21]=1)[CH3:19])([CH3:8])([CH3:7])[CH3:6].[C:26](O)(=O)CC(CC(O)=O)(C(O)=O)O. (7) Given the product [Cl:18][CH:8]([C:10]1[CH:15]=[CH:14][CH:13]=[CH:12][CH:11]=1)[C:5]1[CH:6]=[CH:7][C:2]([F:1])=[CH:3][CH:4]=1, predict the reactants needed to synthesize it. The reactants are: [F:1][C:2]1[CH:7]=[CH:6][C:5]([CH:8]([C:10]2[CH:15]=[CH:14][CH:13]=[CH:12][CH:11]=2)O)=[CH:4][CH:3]=1.S(Cl)([Cl:18])=O. (8) Given the product [C:12]([NH:16][C:17]1[C:26]([CH3:27])=[N:25][C:24]2[C:19]([N:18]=1)=[C:20]([C:2]1[NH:11][C:5]3[CH:6]=[N:7][NH:8][C:9](=[O:10])[C:4]=3[CH:3]=1)[CH:21]=[CH:22][CH:23]=2)([CH3:15])([CH3:14])[CH3:13], predict the reactants needed to synthesize it. The reactants are: Br[C:2]1[NH:11][C:5]2[CH:6]=[N:7][NH:8][C:9](=[O:10])[C:4]=2[CH:3]=1.[C:12]([NH:16][C:17]1[C:26]([CH3:27])=[N:25][C:24]2[C:19](=[C:20](B3OC(C)(C)C(C)(C)O3)[CH:21]=[CH:22][CH:23]=2)[N:18]=1)([CH3:15])([CH3:14])[CH3:13].[O-]P([O-])([O-])=O.[K+].[K+].[K+].CC(C1C=C(C(C)C)C(C2C=CC=CC=2P(C2CCCCC2)C2CCCCC2)=C(C(C)C)C=1)C. (9) The reactants are: [C:1]([O:5][C:6]([N:8]1[C@@H:13]([C@@H:14]([OH:28])[C@@H:15]([N+:25]([O-])=O)[CH2:16][C:17]2[CH:22]=[CH:21][CH:20]=[CH:19][C:18]=2[CH2:23][CH3:24])[CH2:12][O:11][C@@H:10]([O:29][CH2:30][C:31]([CH3:34])([CH3:33])[CH3:32])[C@@H:9]1[CH3:35])=[O:7])([CH3:4])([CH3:3])[CH3:2].[BH4-].[Na+]. Given the product [C:1]([O:5][C:6]([N:8]1[C@@H:13]([C@@H:14]([OH:28])[C@@H:15]([NH2:25])[CH2:16][C:17]2[CH:22]=[CH:21][CH:20]=[CH:19][C:18]=2[CH2:23][CH3:24])[CH2:12][O:11][C@@H:10]([O:29][CH2:30][C:31]([CH3:32])([CH3:34])[CH3:33])[C@@H:9]1[CH3:35])=[O:7])([CH3:3])([CH3:4])[CH3:2], predict the reactants needed to synthesize it. (10) Given the product [C:11]([O:15][C:16]([N:18]1[CH2:25][C@H:24]2[C@H:20]([CH2:21][CH2:22][CH2:23]2)[C@H:19]1[CH:26]=[O:27])=[O:17])([CH3:14])([CH3:13])[CH3:12], predict the reactants needed to synthesize it. The reactants are: C(Cl)(=O)C(Cl)=O.CS(C)=O.[C:11]([O:15][C:16]([N:18]1[CH2:25][C@H:24]2[C@H:20]([CH2:21][CH2:22][CH2:23]2)[C@H:19]1[CH2:26][OH:27])=[O:17])([CH3:14])([CH3:13])[CH3:12].CCN(C(C)C)C(C)C.